Dataset: Reaction yield outcomes from USPTO patents with 853,638 reactions. Task: Predict the reaction yield, written as a fraction of the theoretical maximum amount of product (1.0 means a 100% yield; for example, 0.34 means a 34% yield). (1) The yield is 0.252. The reactants are [CH3:1][CH:2]([CH2:5][C:6]1[CH:11]=[CH:10][C:9]([CH:12]([CH3:14])[CH3:13])=[CH:8][CH:7]=1)[CH:3]=O.[C:15]([NH:19][OH:20])([CH3:18])([CH3:17])[CH3:16].CC1C=CC(S(O)(=O)=O)=CC=1. The product is [C:15]([N+:19]([O-:20])=[CH:3][CH:2]([CH3:1])[CH2:5][C:6]1[CH:11]=[CH:10][C:9]([CH:12]([CH3:14])[CH3:13])=[CH:8][CH:7]=1)([CH3:18])([CH3:17])[CH3:16]. The catalyst is C1(C)C=CC=CC=1. (2) The reactants are [Br:1][C:2]1[CH:7]=[CH:6][CH:5]=[C:4]([N+:8]([O-])=O)[C:3]=1[F:11]. The catalyst is C(O)C.C(O)(=O)C.O.[Fe]. The product is [Br:1][C:2]1[C:3]([F:11])=[C:4]([CH:5]=[CH:6][CH:7]=1)[NH2:8]. The yield is 0.930. (3) The reactants are C([O-])([O-])=O.[K+].[K+].F[C:8]1[CH:13]=[C:12]([C:14]([F:17])([F:16])[F:15])[CH:11]=[CH:10][C:9]=1[N+:18]([O-:20])=[O:19].[CH3:21][O:22][C:23]([C@H:25]1[CH2:30][CH2:29][C@H:28]([CH2:31][NH2:32])[CH2:27][CH2:26]1)=[O:24]. The catalyst is CN(C=O)C. The product is [CH3:21][O:22][C:23]([C@H:25]1[CH2:30][CH2:29][C@H:28]([CH2:31][NH:32][C:8]2[CH:13]=[C:12]([C:14]([F:17])([F:16])[F:15])[CH:11]=[CH:10][C:9]=2[N+:18]([O-:20])=[O:19])[CH2:27][CH2:26]1)=[O:24]. The yield is 0.860. (4) The reactants are [N:1]12[CH2:8][CH2:7][C:4]([C:9]([C:17]3[CH:22]=[CH:21][CH:20]=[CH:19][CH:18]=3)([C:11]3[CH:16]=[CH:15][CH:14]=[CH:13][CH:12]=3)[OH:10])([CH2:5][CH2:6]1)[CH2:3][CH2:2]2.[Br:23][CH3:24]. The catalyst is CC#N. The product is [Br-:23].[OH:10][C:9]([C:17]1[CH:22]=[CH:21][CH:20]=[CH:19][CH:18]=1)([C:11]1[CH:12]=[CH:13][CH:14]=[CH:15][CH:16]=1)[C:4]12[CH2:5][CH2:6][N+:1]([CH3:24])([CH2:2][CH2:3]1)[CH2:8][CH2:7]2. The yield is 0.880. (5) The reactants are [NH2:1][C:2]1[CH:7]=[CH:6][CH:5]=[CH:4][C:3]=1[NH:8][CH2:9][C:10]([CH3:21])([CH3:20])[CH2:11][NH:12][C:13](=[O:19])[O:14][C:15]([CH3:18])([CH3:17])[CH3:16].[C:22]1([CH2:28][O:29][C:30]([NH:32][CH2:33][C:34](NC2C=CC=CC=2NC2CCN(C(OC(C)(C)C)=O)CC2)=[O:35])=[O:31])[CH:27]=[CH:26][CH:25]=[CH:24][CH:23]=1. No catalyst specified. The product is [CH3:20][C:10]([CH3:21])([CH2:9][NH:8][C:3]1[CH:4]=[CH:5][CH:6]=[CH:7][C:2]=1[NH:1][C:34](=[O:35])[CH2:33][NH:32][C:30]([O:29][CH2:28][C:22]1[CH:23]=[CH:24][CH:25]=[CH:26][CH:27]=1)=[O:31])[CH2:11][NH:12][C:13](=[O:19])[O:14][C:15]([CH3:16])([CH3:18])[CH3:17]. The yield is 0.840.